Dataset: Forward reaction prediction with 1.9M reactions from USPTO patents (1976-2016). Task: Predict the product of the given reaction. (1) Given the reactants [F:1][C:2]1[CH:7]=[CH:6][C:5]([N:8]2[C:16]3[C:11](=[CH:12][C:13]([C:17]#[C:18][CH2:19][CH2:20][CH2:21][OH:22])=[CH:14][CH:15]=3)[CH:10]=[CH:9]2)=[CH:4][CH:3]=1, predict the reaction product. The product is: [F:1][C:2]1[CH:7]=[CH:6][C:5]([N:8]2[C:16]3[C:11](=[CH:12][C:13]([CH2:17][CH2:18][CH2:19][CH2:20][CH2:21][OH:22])=[CH:14][CH:15]=3)[CH:10]=[CH:9]2)=[CH:4][CH:3]=1. (2) Given the reactants Br[C:2]1[C:3]([O:18][C:19]2[CH:24]=[CH:23][CH:22]=[CH:21][CH:20]=2)=[C:4]2[C:9](=[CH:10][CH:11]=1)[N:8]([C:12]([CH:14]1[CH2:16][CH2:15]1)=[O:13])[C@@H:7]([CH3:17])[CH2:6][CH2:5]2.[CH2:25]([Sn](CCCC)(CCCC)C#C)[CH2:26]CC.C(OCC)(=O)C, predict the reaction product. The product is: [CH:14]1([C:12]([N:8]2[C:9]3[C:4](=[C:3]([O:18][C:19]4[CH:24]=[CH:23][CH:22]=[CH:21][CH:20]=4)[C:2]([C:25]#[CH:26])=[CH:11][CH:10]=3)[CH2:5][CH2:6][C@@H:7]2[CH3:17])=[O:13])[CH2:16][CH2:15]1. (3) The product is: [F:14][C:15]1[CH:20]=[CH:19][C:18]([CH2:21][N:22]2[C:26]([S:27][CH3:28])=[CH:25][N:24]=[C:23]2[CH2:29][NH:1][CH2:2][C:3]2[N:8]=[C:7]([CH3:9])[CH:6]=[C:5]([C:10]([O:12][CH3:13])=[O:11])[CH:4]=2)=[CH:17][CH:16]=1. Given the reactants [NH2:1][CH2:2][C:3]1[N:8]=[C:7]([CH3:9])[CH:6]=[C:5]([C:10]([O:12][CH3:13])=[O:11])[CH:4]=1.[F:14][C:15]1[CH:20]=[CH:19][C:18]([CH2:21][N:22]2[C:26]([S:27][CH3:28])=[CH:25][N:24]=[C:23]2[CH:29]=O)=[CH:17][CH:16]=1, predict the reaction product. (4) Given the reactants [CH3:1][C@@:2]([S:20]([CH3:23])(=[O:22])=[O:21])([CH2:6][CH2:7][N:8]1[C:12]([CH3:13])=[C:11]([C:14]2[CH:19]=[CH:18][CH:17]=[CH:16][CH:15]=2)[N:10]=[N:9]1)[C:3](O)=[O:4].C[C@@](S(C)(=O)=O)(CCN1C(C2C=CC=CC=2)=C(C)N=N1)C(O)=O.CN1CCOCC1.O1CCCCC1[O:60][NH2:61].C(O)(C(F)(F)F)=O, predict the reaction product. The product is: [OH:60][NH:61][C:3](=[O:4])[C@:2]([CH3:1])([S:20]([CH3:23])(=[O:22])=[O:21])[CH2:6][CH2:7][N:8]1[C:12]([CH3:13])=[C:11]([C:14]2[CH:19]=[CH:18][CH:17]=[CH:16][CH:15]=2)[N:10]=[N:9]1. (5) Given the reactants [CH3:1][O:2][C:3]([C:5]1[CH:10]=[N:9][C:8](Br)=[C:7]([C:12]2[CH:17]=[CH:16][C:15]([Cl:18])=[CH:14][CH:13]=2)[N:6]=1)=[O:4].C(=O)([O-])[O-].[Cs+].[Cs+].[F:25][C:26]([F:31])([F:30])[C@@H:27]([OH:29])[CH3:28], predict the reaction product. The product is: [CH3:1][O:2][C:3]([C:5]1[CH:10]=[N:9][C:8]([O:29][C@@H:27]([CH3:28])[C:26]([F:31])([F:30])[F:25])=[C:7]([C:12]2[CH:17]=[CH:16][C:15]([Cl:18])=[CH:14][CH:13]=2)[N:6]=1)=[O:4]. (6) Given the reactants [C:1]1([CH2:7][CH2:8][CH2:9][CH:10]2[CH2:15][CH2:14][NH:13][CH2:12][CH2:11]2)[CH:6]=[CH:5][CH:4]=[CH:3][CH:2]=1.Br[CH2:17][C:18]1[N:22]([CH3:23])[N:21]([CH:24]2[CH2:28][CH2:27][CH2:26][CH2:25]2)[C:20](=[O:29])[C:19]=1[O:30][CH3:31].C(=O)([O-])[O-].[K+].[K+], predict the reaction product. The product is: [CH:24]1([N:21]2[C:20](=[O:29])[C:19]([O:30][CH3:31])=[C:18]([CH2:17][N:13]3[CH2:12][CH2:11][CH:10]([CH2:9][CH2:8][CH2:7][C:1]4[CH:6]=[CH:5][CH:4]=[CH:3][CH:2]=4)[CH2:15][CH2:14]3)[N:22]2[CH3:23])[CH2:25][CH2:26][CH2:27][CH2:28]1. (7) Given the reactants Br[C:2]1[CH:7]=[CH:6][CH:5]=[CH:4][C:3]=1[O:8][CH3:9].[NH:10]1[CH2:15][CH2:14][NH:13][CH2:12][CH2:11]1.C(O[Na])(C)(C)C.O, predict the reaction product. The product is: [CH3:9][O:8][C:3]1[CH:4]=[CH:5][CH:6]=[CH:7][C:2]=1[N:10]1[CH2:15][CH2:14][NH:13][CH2:12][CH2:11]1. (8) Given the reactants [Cl-].[Al+3].[Cl-].[Cl-].CC(S)(C)C.[CH2:10]([O:12][C:13](=[O:42])[C:14]([CH3:41])([CH3:40])[CH2:15][C:16]1[N:17]([CH2:32][C:33]2[CH:38]=[CH:37][C:36]([Cl:39])=[CH:35][CH:34]=2)[C:18]2[C:23]([C:24]=1[S:25][C:26]([CH3:29])([CH3:28])[CH3:27])=[CH:22][C:21]([O:30]C)=[CH:20][CH:19]=2)[CH3:11], predict the reaction product. The product is: [CH2:10]([O:12][C:13](=[O:42])[C:14]([CH3:41])([CH3:40])[CH2:15][C:16]1[N:17]([CH2:32][C:33]2[CH:34]=[CH:35][C:36]([Cl:39])=[CH:37][CH:38]=2)[C:18]2[C:23]([C:24]=1[S:25][C:26]([CH3:29])([CH3:28])[CH3:27])=[CH:22][C:21]([OH:30])=[CH:20][CH:19]=2)[CH3:11].